This data is from Forward reaction prediction with 1.9M reactions from USPTO patents (1976-2016). The task is: Predict the product of the given reaction. Given the reactants [CH3:1][O:2][C:3]1[N:8]=[CH:7][C:6]([C@@H:9]([N:18]2[CH:22]=[CH:21][N:20]([CH2:23][CH2:24][CH2:25][C:26]3[CH:35]=[CH:34][C:33]4[CH2:32][CH2:31][CH2:30][NH:29][C:28]=4[N:27]=3)[C:19]2=[O:36])[CH2:10][C:11]([O:13]C(C)(C)C)=[O:12])=[CH:5][CH:4]=1, predict the reaction product. The product is: [CH3:1][O:2][C:3]1[N:8]=[CH:7][C:6]([C@@H:9]([N:18]2[CH:22]=[CH:21][N:20]([CH2:23][CH2:24][CH2:25][C:26]3[CH:35]=[CH:34][C:33]4[CH2:32][CH2:31][CH2:30][NH:29][C:28]=4[N:27]=3)[C:19]2=[O:36])[CH2:10][C:11]([OH:13])=[O:12])=[CH:5][CH:4]=1.